This data is from Forward reaction prediction with 1.9M reactions from USPTO patents (1976-2016). The task is: Predict the product of the given reaction. (1) Given the reactants Br[C:2]1[N:7]=[CH:6][C:5]2[C:8]([C:14]3[C:15]([CH3:20])=[N:16][NH:17][C:18]=3[CH3:19])=[CH:9][N:10]([CH:11]([CH3:13])[CH3:12])[C:4]=2[CH:3]=1.[CH:21]1([S:24]([N:27]2[CH:31]=[C:30]([C:32]3[N:37]=[C:36]([NH2:38])[CH:35]=[CH:34][N:33]=3)[CH:29]=[N:28]2)(=[O:26])=[O:25])[CH2:23][CH2:22]1.C1(P(C2C=CC=CC=2)C2C3OC4C(=CC=CC=4P(C4C=CC=CC=4)C4C=CC=CC=4)C(C)(C)C=3C=CC=2)C=CC=CC=1.C(=O)([O-])[O-].[Cs+].[Cs+].O1CCOCC1, predict the reaction product. The product is: [CH:21]1([S:24]([N:27]2[CH:31]=[C:30]([C:32]3[N:37]=[C:36]([NH:38][C:2]4[N:7]=[CH:6][C:5]5[C:8]([C:14]6[C:15]([CH3:20])=[N:16][NH:17][C:18]=6[CH3:19])=[CH:9][N:10]([CH:11]([CH3:13])[CH3:12])[C:4]=5[CH:3]=4)[CH:35]=[CH:34][N:33]=3)[CH:29]=[N:28]2)(=[O:25])=[O:26])[CH2:23][CH2:22]1. (2) The product is: [CH3:1][O:2][C:3](=[O:34])[CH2:4][C:5]1[CH:10]=[CH:9][CH:8]=[C:7]([O:11][C:12]2[CH:17]=[CH:16][C:15]([C:18]([F:21])([F:19])[F:20])=[CH:14][C:13]=2[CH2:22][N:23]2[CH:24]3[CH2:32][C:31]4[C:26]([CH:25]3[O:33][C:35]2=[O:36])=[CH:27][CH:28]=[CH:29][CH:30]=4)[CH:6]=1. Given the reactants [CH3:1][O:2][C:3](=[O:34])[CH2:4][C:5]1[CH:10]=[CH:9][CH:8]=[C:7]([O:11][C:12]2[CH:17]=[CH:16][C:15]([C:18]([F:21])([F:20])[F:19])=[CH:14][C:13]=2[CH2:22][NH:23][CH:24]2[CH2:32][C:31]3[C:26](=[CH:27][CH:28]=[CH:29][CH:30]=3)[C@@H:25]2[OH:33])[CH:6]=1.[C:35](Cl)(Cl)=[O:36], predict the reaction product. (3) Given the reactants [Br:1][C:2]1[CH:7]=[CH:6][C:5]([C:8]2[CH:13]=[CH:12][C:11]([Br:14])=[CH:10][C:9]=2[CH2:15]O)=[C:4]([CH2:17][OH:18])[CH:3]=1, predict the reaction product. The product is: [Br:14][C:11]1[CH:12]=[CH:13][C:8]2[C:5]3[CH:6]=[CH:7][C:2]([Br:1])=[CH:3][C:4]=3[CH2:17][O:18][CH2:15][C:9]=2[CH:10]=1. (4) Given the reactants S(=O)(=O)(O)O.[NH2:6][C:7]1[N:15]=[C:14]([Cl:16])[CH:13]=[CH:12][C:8]=1[C:9]([OH:11])=[O:10].[C:17](=O)(O)[O-].[Na+], predict the reaction product. The product is: [CH3:17][O:10][C:9](=[O:11])[C:8]1[CH:12]=[CH:13][C:14]([Cl:16])=[N:15][C:7]=1[NH2:6]. (5) Given the reactants [CH3:1][C:2](C)([O-:4])C.[Na+].C(O)C.[Cl:10][C:11]1[CH:18]=[CH:17][CH:16]=[C:15](F)[C:12]=1[C:13]#[N:14].C(Cl)(Cl)Cl, predict the reaction product. The product is: [Cl:10][C:11]1[CH:18]=[CH:17][CH:16]=[C:15]([O:4][CH2:2][CH3:1])[C:12]=1[C:13]#[N:14]. (6) The product is: [NH2:31][C:28]1[CH:27]=[N:26][C:25]([C:13]2[CH:14]=[CH:15][C:16]([O:17][CH2:18][C:19]3[CH:24]=[CH:23][CH:22]=[CH:21][CH:20]=3)=[C:11]([C:1]34[CH2:2][CH:3]5[CH2:9][CH:7]([CH2:6][CH:5]([CH2:4]5)[CH2:10]3)[CH2:8]4)[CH:12]=2)=[N:30][CH:29]=1. Given the reactants [C:1]12([C:11]3[CH:12]=[C:13]([C:25]4[N:30]=[CH:29][C:28]([N+:31]([O-])=O)=[CH:27][N:26]=4)[CH:14]=[CH:15][C:16]=3[O:17][CH2:18][C:19]3[CH:24]=[CH:23][CH:22]=[CH:21][CH:20]=3)[CH2:10][CH:5]3[CH2:6][CH:7]([CH2:9][CH:3]([CH2:4]3)[CH2:2]1)[CH2:8]2.O.O.Cl[Sn]Cl.[OH-].[Na+].C([O-])(O)=O.[Na+], predict the reaction product.